Dataset: Reaction yield outcomes from USPTO patents with 853,638 reactions. Task: Predict the reaction yield, written as a fraction of the theoretical maximum amount of product (1.0 means a 100% yield; for example, 0.34 means a 34% yield). The reactants are [C:1]([N:8]1[CH2:14][CH2:13][CH2:12][C@@H:9]1[CH2:10][OH:11])([O:3][C:4]([CH3:7])([CH3:6])[CH3:5])=[O:2].[S:15](Cl)([C:18]1[CH:24]=[CH:23][C:21]([CH3:22])=[CH:20][CH:19]=1)(=[O:17])=[O:16]. The catalyst is N1C=CC=CC=1. The product is [C:4]([O:3][C:1]([N:8]1[CH2:14][CH2:13][CH2:12][C@@H:9]1[CH2:10][O:11][S:15]([C:18]1[CH:24]=[CH:23][C:21]([CH3:22])=[CH:20][CH:19]=1)(=[O:17])=[O:16])=[O:2])([CH3:7])([CH3:6])[CH3:5]. The yield is 0.910.